From a dataset of Catalyst prediction with 721,799 reactions and 888 catalyst types from USPTO. Predict which catalyst facilitates the given reaction. Reactant: [CH2:1]([O:8][C:9]1[CH:18]=[CH:17][C:16]2[N+:15]([O-])=[CH:14][C:13]3[N:20]=[C:21]([CH2:36][O:37][CH2:38][CH3:39])[N:22]([CH2:23][C:24]([NH:27][C:28]([CH:30]4[CH2:35][CH2:34][CH2:33][CH2:32][CH2:31]4)=[O:29])([CH3:26])[CH3:25])[C:12]=3[C:11]=2[CH:10]=1)[C:2]1[CH:7]=[CH:6][CH:5]=[CH:4][CH:3]=1.ClC(Cl)(Cl)C([N:44]=C=O)=O. Product: [NH2:44][C:14]1[C:13]2[N:20]=[C:21]([CH2:36][O:37][CH2:38][CH3:39])[N:22]([CH2:23][C:24]([NH:27][C:28]([CH:30]3[CH2:31][CH2:32][CH2:33][CH2:34][CH2:35]3)=[O:29])([CH3:25])[CH3:26])[C:12]=2[C:11]2[CH:10]=[C:9]([O:8][CH2:1][C:2]3[CH:7]=[CH:6][CH:5]=[CH:4][CH:3]=3)[CH:18]=[CH:17][C:16]=2[N:15]=1. The catalyst class is: 4.